From a dataset of Catalyst prediction with 721,799 reactions and 888 catalyst types from USPTO. Predict which catalyst facilitates the given reaction. Reactant: [OH:1][C:2]1[C:7]([CH:8]=[O:9])=[CH:6][C:5]([O:10][CH3:11])=[N:4][CH:3]=1.Cl.Cl[CH2:14][C:15]1[C:20]([C:21]2[N:25]([CH:26]([CH3:28])[CH3:27])[N:24]=[CH:23][CH:22]=2)=[N:19][CH:18]=[CH:17][N:16]=1.C([O-])([O-])=O.[K+].[K+]. Product: [CH:26]([N:25]1[C:21]([C:20]2[C:15]([CH2:14][O:1][C:2]3[C:7]([CH:8]=[O:9])=[CH:6][C:5]([O:10][CH3:11])=[N:4][CH:3]=3)=[N:16][CH:17]=[CH:18][N:19]=2)=[CH:22][CH:23]=[N:24]1)([CH3:28])[CH3:27]. The catalyst class is: 3.